This data is from Forward reaction prediction with 1.9M reactions from USPTO patents (1976-2016). The task is: Predict the product of the given reaction. (1) Given the reactants [CH3:1][N:2]1[C:7]2[C:8](C)=[CH:9][NH:10][C:6]=2[C:5](=[O:12])[N:4]([CH3:13])[C:3]1=[O:14].Br[CH2:16][C:17]([NH:19][C:20]1[S:21][CH:22]=[C:23]([C:25]2[CH:30]=[CH:29][C:28]([F:31])=[CH:27][C:26]=2[F:32])[N:24]=1)=[O:18].[H-].[Na+], predict the reaction product. The product is: [F:32][C:26]1[CH:27]=[C:28]([F:31])[CH:29]=[CH:30][C:25]=1[C:23]1[N:24]=[C:20]([NH:19][C:17](=[O:18])[CH2:16][N:10]2[C:6]3[C:5](=[O:12])[N:4]([CH3:13])[C:3](=[O:14])[N:2]([CH3:1])[C:7]=3[CH:8]=[CH:9]2)[S:21][CH:22]=1. (2) Given the reactants [N+:1]([C:4]1[CH:10]=[CH:9][CH:8]=[CH:7][C:5]=1[NH2:6])([O-:3])=[O:2].[C:11]1([CH3:21])[CH:16]=[CH:15][C:14]([S:17](Cl)(=[O:19])=[O:18])=[CH:13][CH:12]=1.O, predict the reaction product. The product is: [N+:1]([C:4]1[CH:10]=[CH:9][CH:8]=[CH:7][C:5]=1[NH:6][S:17]([C:14]1[CH:15]=[CH:16][C:11]([CH3:21])=[CH:12][CH:13]=1)(=[O:19])=[O:18])([O-:3])=[O:2]. (3) Given the reactants [CH3:1][O:2][C:3]1[CH:8]=[CH:7][C:6]([C@@H:9]([C:21]2[N:22]=[C:23]([NH2:26])[NH:24][CH:25]=2)[CH2:10][C:11]2[CH:16]=[CH:15][C:14]([C:17]([F:20])([F:19])[F:18])=[CH:13][CH:12]=2)=[CH:5][CH:4]=1.[CH:27](=[O:34])[C:28]1[CH:33]=[CH:32][CH:31]=[CH:30][CH:29]=1.C(=O)([O-])[O-].[Na+].[Na+], predict the reaction product. The product is: [NH2:26][C:23]1[NH:24][C:25]([CH:27]([C:28]2[CH:33]=[CH:32][CH:31]=[CH:30][CH:29]=2)[OH:34])=[C:21]([C@H:9]([C:6]2[CH:5]=[CH:4][C:3]([O:2][CH3:1])=[CH:8][CH:7]=2)[CH2:10][C:11]2[CH:12]=[CH:13][C:14]([C:17]([F:18])([F:19])[F:20])=[CH:15][CH:16]=2)[N:22]=1. (4) Given the reactants N[C:2]1[CH:10]=[CH:9][C:5]([C:6]([OH:8])=[O:7])=[C:4]([O:11][CH2:12][CH3:13])[CH:3]=1.N([O-])=O.[Na+].C(=O)([O-])[O-].[Na+].[Na+].[C-:24]#[N:25].[Na+].N([O-])=O.[C-]#N, predict the reaction product. The product is: [C:24]([C:2]1[CH:10]=[CH:9][C:5]([C:6]([OH:8])=[O:7])=[C:4]([O:11][CH2:12][CH3:13])[CH:3]=1)#[N:25]. (5) Given the reactants [C:1]([N:4]1[C:12]2[C:7](=[CH:8][CH:9]=[C:10]([Cl:13])[CH:11]=2)[C:6](=[C:14](O)[C:15]2[NH:16][CH:17]=[CH:18][CH:19]=2)[C:5]1=[O:21])(=[O:3])[CH3:2].P(Cl)(Cl)(Cl)(Cl)[Cl:23], predict the reaction product. The product is: [C:1]([N:4]1[C:12]2[C:7](=[CH:8][CH:9]=[C:10]([Cl:13])[CH:11]=2)[C:6](=[C:14]([Cl:23])[C:15]2[NH:16][CH:17]=[CH:18][CH:19]=2)[C:5]1=[O:21])(=[O:3])[CH3:2]. (6) Given the reactants [CH3:1][O:2][CH2:3][CH:4]([NH:20][CH:21]=O)[CH2:5][C:6]1[CH:11]=[CH:10][C:9]([O:12][CH3:13])=[C:8]([O:14][CH2:15][CH2:16][CH2:17][O:18][CH3:19])[CH:7]=1.O=P(Cl)(Cl)Cl, predict the reaction product. The product is: [CH3:13][O:12][C:9]1[CH:10]=[C:11]2[C:6]([CH2:5][CH:4]([CH2:3][O:2][CH3:1])[N:20]=[CH:21]2)=[CH:7][C:8]=1[O:14][CH2:15][CH2:16][CH2:17][O:18][CH3:19]. (7) Given the reactants [N+:1]([C:4]1[CH:9]=[CH:8][C:7]([N:10]2[CH2:15][CH2:14][NH:13][CH2:12][CH2:11]2)=[CH:6][CH:5]=1)([O-:3])=[O:2].Cl[C:17]1[CH:22]=[CH:21][CH:20]=[CH:19][N:18]=1, predict the reaction product. The product is: [N+:1]([C:4]1[CH:5]=[CH:6][C:7]([N:10]2[CH2:15][CH2:14][N:13]([C:17]3[CH:22]=[CH:21][CH:20]=[CH:19][N:18]=3)[CH2:12][CH2:11]2)=[CH:8][CH:9]=1)([O-:3])=[O:2].